From a dataset of Forward reaction prediction with 1.9M reactions from USPTO patents (1976-2016). Predict the product of the given reaction. (1) The product is: [CH2:1]([O:8][CH2:9][CH2:10][CH:11]([O:31][C:35]1[CH:40]=[CH:39][C:38]([F:41])=[CH:37][C:36]=1[N+:42]([O-:44])=[O:43])[CH:12]([N:16]([CH2:24][C:25]1[CH:26]=[CH:27][CH:28]=[CH:29][CH:30]=1)[CH2:17][C:18]1[CH:23]=[CH:22][CH:21]=[CH:20][CH:19]=1)[C:13]([OH:15])=[O:14])[C:2]1[CH:3]=[CH:4][CH:5]=[CH:6][CH:7]=1. Given the reactants [CH2:1]([O:8][CH2:9][CH2:10][CH:11]([OH:31])[CH:12]([N:16]([CH2:24][C:25]1[CH:30]=[CH:29][CH:28]=[CH:27][CH:26]=1)[CH2:17][C:18]1[CH:23]=[CH:22][CH:21]=[CH:20][CH:19]=1)[C:13]([OH:15])=[O:14])[C:2]1[CH:7]=[CH:6][CH:5]=[CH:4][CH:3]=1.[H-].[Na+].F[C:35]1[CH:40]=[CH:39][C:38]([F:41])=[CH:37][C:36]=1[N+:42]([O-:44])=[O:43], predict the reaction product. (2) Given the reactants [CH3:1][C:2]1[N:3]=[N:4][N:5]([CH2:7][C:8]2[CH:13]=[C:12]([C:14]([F:17])([F:16])[F:15])[CH:11]=[CH:10][C:9]=2/[CH:18]=[CH:19]/[C:20]([N:22]2[CH2:27][CH2:26][CH:25]([NH:28]C(=O)OC(C)(C)C)[CH2:24][CH2:23]2)=[O:21])[N:6]=1.Cl.O1CCOCC1, predict the reaction product. The product is: [NH2:28][CH:25]1[CH2:24][CH2:23][N:22]([C:20](=[O:21])/[CH:19]=[CH:18]/[C:9]2[CH:10]=[CH:11][C:12]([C:14]([F:16])([F:17])[F:15])=[CH:13][C:8]=2[CH2:7][N:5]2[N:4]=[N:3][C:2]([CH3:1])=[N:6]2)[CH2:27][CH2:26]1. (3) Given the reactants O[CH2:2][C:3]1[CH:8]=[CH:7][C:6]([CH2:9][CH2:10][C:11]2[N:12]=[C:13]([NH:16][C:17](=[O:19])[CH3:18])[S:14][CH:15]=2)=[CH:5][CH:4]=1.C(Br)(Br)(Br)[Br:21].C1(P(C2C=CC=CC=2)C2C=CC=CC=2)C=CC=CC=1, predict the reaction product. The product is: [Br:21][CH2:2][C:3]1[CH:8]=[CH:7][C:6]([CH2:9][CH2:10][C:11]2[N:12]=[C:13]([NH:16][C:17](=[O:19])[CH3:18])[S:14][CH:15]=2)=[CH:5][CH:4]=1. (4) Given the reactants [H-].[Na+].[CH3:3][S:4]([CH3:6])=[O:5].[C:7]([O:11][C:12](=[O:33])[N:13]([CH2:15][CH2:16][CH:17]([C:24]1[CH:25]=[C:26]2[C:30](=[CH:31][CH:32]=1)[NH:29][CH:28]=[CH:27]2)[C:18]1[CH:23]=[CH:22][CH:21]=[CH:20][CH:19]=1)[CH3:14])([CH3:10])([CH3:9])[CH3:8].[CH3:34][S:35](Cl)(=[O:37])=[O:36].CC[O:41]CC, predict the reaction product. The product is: [C:7]([O:11][C:12](=[O:33])[N:13]([CH2:15][CH2:16][CH:17]([C:24]1[CH:25]=[C:26]2[C:30](=[CH:31][CH:32]=1)[N:29]([S:35]([CH3:34])(=[O:37])=[O:36])[CH:28]=[CH:27]2)[C:18]1[CH:23]=[CH:22][CH:21]=[CH:20][CH:19]=1)[CH3:14])([CH3:10])([CH3:8])[CH3:9].[C:7]([O:11][C:12](=[O:33])[N:13]([CH2:15][CH2:16][CH:17]([C:24]1[CH:25]=[C:26]2[C:30](=[CH:31][CH:32]=1)[N:29]([S:35]([CH3:34])(=[O:37])=[O:36])[CH:28]=[C:3]2[S:4]([CH3:6])(=[O:41])=[O:5])[C:18]1[CH:23]=[CH:22][CH:21]=[CH:20][CH:19]=1)[CH3:14])([CH3:10])([CH3:9])[CH3:8].